From a dataset of Reaction yield outcomes from USPTO patents with 853,638 reactions. Predict the reaction yield, written as a fraction of the theoretical maximum amount of product (1.0 means a 100% yield; for example, 0.34 means a 34% yield). (1) The reactants are [NH2:1][CH2:2][CH2:3][CH2:4][C:5]1([C:24]2[CH:29]=[CH:28][CH:27]=[CH:26][CH:25]=2)[N:9]([C:10]([N:12]([O:14][CH3:15])[CH3:13])=[O:11])[N:8]=[C:7]([C:16]2[CH:21]=[C:20]([F:22])[CH:19]=[CH:18][C:17]=2[F:23])[S:6]1.C(N(CC)CC)C.C1C=CC(O[C:44](OC2C=CC=CC=2)=[N:45][C:46]#[N:47])=CC=1.[CH3:55][NH2:56]. The catalyst is CC(O)C.CO. The product is [C:55](/[N:47]=[C:46](/[NH:45][CH3:44])\[NH:1][CH2:2][CH2:3][CH2:4][C:5]1([C:24]2[CH:29]=[CH:28][CH:27]=[CH:26][CH:25]=2)[N:9]([C:10]([N:12]([O:14][CH3:15])[CH3:13])=[O:11])[N:8]=[C:7]([C:16]2[CH:21]=[C:20]([F:22])[CH:19]=[CH:18][C:17]=2[F:23])[S:6]1)#[N:56]. The yield is 0.370. (2) The reactants are Br[C:2]1[CH:3]=[C:4]2[O:10][C:9]([NH:11][C:12]([O:14][C:15]([CH3:18])([CH3:17])[CH3:16])=[O:13])=[C:8]([C:19]([O:21][CH2:22][CH3:23])=[O:20])[C:5]2=[N:6][CH:7]=1.[F:24][C:25]1[CH:30]=[CH:29][CH:28]=[C:27]([F:31])[C:26]=1B(O)O.[O-]P([O-])([O-])=O.[K+].[K+].[K+]. The catalyst is O1CCOCC1.O.CCOC(C)=O.C1(P(C2CCCCC2)C2C=CC=CC=2C2C(C(C)C)=CC(C(C)C)=CC=2C(C)C)CCCCC1.NC1C=CC=CC=1C1C=CC=CC=1[Pd]Cl. The product is [C:15]([O:14][C:12]([NH:11][C:9]1[O:10][C:4]2[C:5](=[N:6][CH:7]=[C:2]([C:26]3[C:25]([F:24])=[CH:30][CH:29]=[CH:28][C:27]=3[F:31])[CH:3]=2)[C:8]=1[C:19]([O:21][CH2:22][CH3:23])=[O:20])=[O:13])([CH3:18])([CH3:17])[CH3:16]. The yield is 0.870. (3) The reactants are [N+:1]([C:4]1[CH:9]=[CH:8][C:7]([S:10]([NH:13][CH2:14][CH2:15][C:16]2[CH:21]=[CH:20][C:19]([O:22][C:23](=[O:32])[N:24]([CH3:31])[C:25]3[CH:30]=[CH:29][CH:28]=[CH:27][CH:26]=3)=[CH:18][CH:17]=2)(=[O:12])=[O:11])=[CH:6][CH:5]=1)([O-])=O. The catalyst is [Pd].C(O)C. The product is [NH2:1][C:4]1[CH:9]=[CH:8][C:7]([S:10]([NH:13][CH2:14][CH2:15][C:16]2[CH:21]=[CH:20][C:19]([O:22][C:23](=[O:32])[N:24]([CH3:31])[C:25]3[CH:26]=[CH:27][CH:28]=[CH:29][CH:30]=3)=[CH:18][CH:17]=2)(=[O:12])=[O:11])=[CH:6][CH:5]=1. The yield is 0.940. (4) The reactants are [N:1]12[CH2:8][CH2:7][C:4]([C:9]([C:17]3[CH:22]=[CH:21][CH:20]=[CH:19][CH:18]=3)([C:11]3[CH:16]=[CH:15][CH:14]=[CH:13][CH:12]=3)[OH:10])([CH2:5][CH2:6]1)[CH2:3][CH2:2]2.[Br:23][CH2:24][CH2:25][CH2:26][O:27][C:28]1[CH:33]=[CH:32][C:31]([O:34][CH3:35])=[CH:30][CH:29]=1. The catalyst is CC#N. The product is [Br-:23].[OH:10][C:9]([C:17]1[CH:22]=[CH:21][CH:20]=[CH:19][CH:18]=1)([C:11]1[CH:12]=[CH:13][CH:14]=[CH:15][CH:16]=1)[C:4]12[CH2:5][CH2:6][N+:1]([CH2:24][CH2:25][CH2:26][O:27][C:28]3[CH:33]=[CH:32][C:31]([O:34][CH3:35])=[CH:30][CH:29]=3)([CH2:2][CH2:3]1)[CH2:8][CH2:7]2. The yield is 0.775. (5) The reactants are Cl.Cl.[NH2:3][C@@H:4]1[CH:9]2[CH2:10][CH2:11][N:6]([CH2:7][CH2:8]2)[CH2:5]1.CCN(C(C)C)C(C)C.[CH3:21][N:22]1[C:26]([C:27]2[CH:32]=[CH:31][CH:30]=[CH:29][CH:28]=2)=[CH:25][CH:24]=[C:23]1[C:33](O)=[O:34].CN(C(ON1N=NC2C=CC=NC1=2)=[N+](C)C)C.F[P-](F)(F)(F)(F)F. The catalyst is C1COCC1.C(Cl)Cl. The product is [N:6]12[CH2:11][CH2:10][CH:9]([CH2:8][CH2:7]1)[C@@H:4]([NH:3][C:33]([C:23]1[N:22]([CH3:21])[C:26]([C:27]3[CH:28]=[CH:29][CH:30]=[CH:31][CH:32]=3)=[CH:25][CH:24]=1)=[O:34])[CH2:5]2. The yield is 0.310.